Dataset: Reaction yield outcomes from USPTO patents with 853,638 reactions. Task: Predict the reaction yield, written as a fraction of the theoretical maximum amount of product (1.0 means a 100% yield; for example, 0.34 means a 34% yield). The reactants are [CH3:1][C:2]1[CH:7]=[C:6]([CH3:8])[N:5]=[C:4]([N:9]2[CH2:14][CH2:13][O:12][CH2:11][CH2:10]2)[CH:3]=1.[N:15]([O-:17])=[O:16].[Na+]. The catalyst is FC(F)(F)C(O)=O. The product is [CH3:1][C:2]1[C:7]([N+:15]([O-:17])=[O:16])=[C:6]([CH3:8])[N:5]=[C:4]([N:9]2[CH2:10][CH2:11][O:12][CH2:13][CH2:14]2)[CH:3]=1. The yield is 0.170.